Dataset: Forward reaction prediction with 1.9M reactions from USPTO patents (1976-2016). Task: Predict the product of the given reaction. (1) Given the reactants [C:1]([O:5][C:6](=[O:28])[NH:7][C@@H:8]([CH2:21][C:22]1[CH:27]=[CH:26][CH:25]=[CH:24][CH:23]=1)[C:9]([N:11]1[C:19]2[C:14](=[CH:15][C:16](Br)=[CH:17][CH:18]=2)[CH2:13][CH2:12]1)=[O:10])([CH3:4])([CH3:3])[CH3:2].[CH3:29][C:30]1([CH3:46])[C:34]([CH3:36])([CH3:35])[O:33][B:32]([B:32]2[O:33][C:34]([CH3:36])([CH3:35])[C:30]([CH3:46])([CH3:29])[O:31]2)[O:31]1.C([O-])(=O)C.[K+].O, predict the reaction product. The product is: [C:1]([O:5][C:6](=[O:28])[NH:7][C@@H:8]([CH2:21][C:22]1[CH:27]=[CH:26][CH:25]=[CH:24][CH:23]=1)[C:9](=[O:10])[N:11]1[C:19]2[C:14](=[CH:15][C:16]([B:32]3[O:33][C:34]([CH3:36])([CH3:35])[C:30]([CH3:46])([CH3:29])[O:31]3)=[CH:17][CH:18]=2)[CH2:13][CH2:12]1)([CH3:4])([CH3:3])[CH3:2]. (2) Given the reactants Cl[C:2]1[C:11]([C:12]([F:15])([F:14])[F:13])=[N:10][C:9]2[C:4](=[CH:5][CH:6]=[C:7]([O:16][CH3:17])[CH:8]=2)[N:3]=1.[N:18]1[NH:19][N:20]=[N:21][C:22]=1[C:23]1[CH:28]=[CH:27][C:26](B(O)O)=[CH:25][CH:24]=1.C([O-])([O-])=O.[K+].[K+], predict the reaction product. The product is: [N:21]1[NH:20][N:19]=[N:18][C:22]=1[C:23]1[CH:28]=[CH:27][C:26]([C:2]2[C:11]([C:12]([F:15])([F:14])[F:13])=[N:10][C:9]3[C:4](=[CH:5][CH:6]=[C:7]([O:16][CH3:17])[CH:8]=3)[N:3]=2)=[CH:25][CH:24]=1. (3) Given the reactants P(Cl)(Cl)(Cl)=O.C(N(CC)[C:9](=[O:12])[CH2:10][CH3:11])C.[Br:15][C:16]1[CH:21]=[CH:20][C:19]([C:22]([C:24]2[CH:29]=[CH:28][C:27]([F:30])=[CH:26][CH:25]=2)=O)=[C:18]([OH:31])[CH:17]=1.C([O-])(O)=O.[Na+].Cl, predict the reaction product. The product is: [Br:15][C:16]1[CH:17]=[C:18]2[C:19]([C:22]([C:24]3[CH:29]=[CH:28][C:27]([F:30])=[CH:26][CH:25]=3)=[C:10]([CH3:11])[C:9](=[O:12])[O:31]2)=[CH:20][CH:21]=1. (4) Given the reactants FC(F)(F)C(O)=O.[CH3:8][C@H:9]([O:13][C:14]1[NH:15][C:16]([NH2:25])=[C:17]2[C:21]([N:22]=1)=[N:20][C:19]([O:23][CH3:24])=[N:18]2)[CH2:10][CH2:11][CH3:12].Br[CH2:27][CH2:28][CH2:29][CH2:30][CH:31]1[CH2:36][CH2:35][CH2:34][O:33][CH2:32]1, predict the reaction product. The product is: [CH3:8][C@H:9]([O:13][C:14]1[N:22]=[C:21]2[C:17]([N:18]=[C:19]([O:23][CH3:24])[N:20]2[CH2:27][CH2:28][CH2:29][CH2:30][CH:31]2[CH2:36][CH2:35][CH2:34][O:33][CH2:32]2)=[C:16]([NH2:25])[N:15]=1)[CH2:10][CH2:11][CH3:12]. (5) Given the reactants [OH:1][C:2]1[CH:6]=[C:5]([C:7]([O:9]C)=O)[O:4][N:3]=1.[CH3:11][NH:12][CH2:13][CH2:14][CH:15]1[CH2:20][CH2:19][N:18]([C:21]([O:23][CH2:24][C:25]2[CH:30]=[C:29]([Cl:31])[CH:28]=[C:27]([Cl:32])[CH:26]=2)=[O:22])[CH2:17][CH2:16]1.N1CCCN2CCCN=C12, predict the reaction product. The product is: [OH:1][C:2]1[CH:6]=[C:5]([C:7]([N:12]([CH2:13][CH2:14][CH:15]2[CH2:16][CH2:17][N:18]([C:21]([O:23][CH2:24][C:25]3[CH:26]=[C:27]([Cl:32])[CH:28]=[C:29]([Cl:31])[CH:30]=3)=[O:22])[CH2:19][CH2:20]2)[CH3:11])=[O:9])[O:4][N:3]=1.